Predict the reaction yield, written as a fraction of the theoretical maximum amount of product (1.0 means a 100% yield; for example, 0.34 means a 34% yield). From a dataset of Reaction yield outcomes from USPTO patents with 853,638 reactions. The reactants are [NH2:1][C:2]1[N:3]=[C:4](Cl)[C:5]([C:15]2[CH:22]=[CH:21][C:20]([O:23][CH3:24])=[CH:19][C:16]=2[CH:17]=[O:18])=[N:6][C:7]=1[CH2:8][C:9]1[CH:14]=[CH:13][CH:12]=[CH:11][CH:10]=1.[CH2:26]([Sn](CCCC)(CCCC)C=C)[CH2:27]CC.O. The catalyst is C1(C)C=CC=CC=1.[Cl-].C([N+](CCCC)(CCCC)CCCC)CCC.Cl[Pd](Cl)([P](C1C=CC=CC=1)(C1C=CC=CC=1)C1C=CC=CC=1)[P](C1C=CC=CC=1)(C1C=CC=CC=1)C1C=CC=CC=1. The product is [NH2:1][C:2]1[N:3]=[C:4]([CH:26]=[CH2:27])[C:5]([C:15]2[CH:22]=[CH:21][C:20]([O:23][CH3:24])=[CH:19][C:16]=2[CH:17]=[O:18])=[N:6][C:7]=1[CH2:8][C:9]1[CH:14]=[CH:13][CH:12]=[CH:11][CH:10]=1. The yield is 0.555.